From a dataset of Forward reaction prediction with 1.9M reactions from USPTO patents (1976-2016). Predict the product of the given reaction. (1) Given the reactants CCN=C=NCCCN(C)C.ON1C2N=CC=CC=2N=N1.[CH2:22]([O:29][C:30](=[O:40])[CH2:31][C:32]1([C:37]([OH:39])=O)[CH2:36][CH2:35][CH2:34][CH2:33]1)[C:23]1[CH:28]=[CH:27][CH:26]=[CH:25][CH:24]=1.C(OC(C1(CC(O)=O)CCCC1)=O)C1C=CC=CC=1.Cl.[C:61]([O:65][C:66](=[O:83])[CH2:67][CH:68]([NH2:82])[CH2:69][C:70]1[CH:75]=[CH:74][C:73]([C:76]2[CH:81]=[CH:80][CH:79]=[CH:78][CH:77]=2)=[CH:72][CH:71]=1)([CH3:64])([CH3:63])[CH3:62].CCN(C(C)C)C(C)C, predict the reaction product. The product is: [CH2:22]([O:29][C:30](=[O:40])[CH2:31][C:32]1([C:37]([NH:82][CH:68]([CH2:69][C:70]2[CH:75]=[CH:74][C:73]([C:76]3[CH:81]=[CH:80][CH:79]=[CH:78][CH:77]=3)=[CH:72][CH:71]=2)[CH2:67][C:66]([O:65][C:61]([CH3:64])([CH3:62])[CH3:63])=[O:83])=[O:39])[CH2:33][CH2:34][CH2:35][CH2:36]1)[C:23]1[CH:24]=[CH:25][CH:26]=[CH:27][CH:28]=1. (2) Given the reactants [C:1]([O:10][CH3:11])(=[O:9])[C:2]1[C:3](=[CH:5][CH:6]=[CH:7][CH:8]=1)[OH:4].[Cl:12][S:13](O)(=[O:15])=[O:14], predict the reaction product. The product is: [Cl:12][S:13]([C:7]1[CH:6]=[CH:5][C:3]([OH:4])=[C:2]([CH:8]=1)[C:1]([O:10][CH3:11])=[O:9])(=[O:15])=[O:14]. (3) The product is: [CH2:1]1[C:9]2[C:4](=[CH:5][CH:6]=[CH:7][CH:8]=2)[CH:3]=[CH:2]1. Given the reactants [CH2:1]1[C:9]2[C:4](=[CH:5][CH:6]=[CH:7][CH:8]=2)[CH2:3][C:2]1=O.C1C2C(=CC=CC=2)C=CC=1.OC1CC2C(=CC=CC=2)C1=O, predict the reaction product. (4) Given the reactants C[Si](C)(C)[N-][Si](C)(C)C.[Li+].O=[C:12]1[CH2:17][CH2:16][CH:15]([C:18]([O:20][CH2:21][CH3:22])=[O:19])[CH2:14][CH2:13]1.FC(F)(F)S(N(C1C=CC=CC=1)S(C(F)(F)F)(=O)=O)(=O)=O.[CH3:44][C:45]1([CH3:61])[C:49]([CH3:51])([CH3:50])[O:48][B:47]([B:47]2[O:48][C:49]([CH3:51])([CH3:50])[C:45]([CH3:61])([CH3:44])[O:46]2)[O:46]1, predict the reaction product. The product is: [CH3:44][C:45]1([CH3:61])[C:49]([CH3:51])([CH3:50])[O:48][B:47]([C:12]2[CH2:17][CH2:16][CH:15]([C:18]([O:20][CH2:21][CH3:22])=[O:19])[CH2:14][CH:13]=2)[O:46]1. (5) Given the reactants [N:1]1([C:5]2([C:15]#N)[CH2:14][CH2:13][C:8]3([O:12][CH2:11][CH2:10][O:9]3)[CH2:7][CH2:6]2)[CH2:4][CH2:3][CH2:2]1.[C:17]1([Mg]Cl)[CH:22]=[CH:21]C=[CH:19][CH:18]=1.[Cl-].[NH4+].O, predict the reaction product. The product is: [C:15]1([C:5]2([N:1]3[CH2:4][CH2:3][CH2:2]3)[CH2:14][CH2:13][C:8]3([O:12][CH2:11][CH2:10][O:9]3)[CH2:7][CH2:6]2)[CH:21]=[CH:22][CH:17]=[CH:18][CH:19]=1. (6) The product is: [CH3:1][C:2]1[CH:7]=[C:6]([CH3:8])[N:5]=[C:4]([N:9]([CH3:25])[CH2:10][CH2:11][CH2:12][N:13]([CH3:23])[C:14]2[CH:19]=[CH:18][C:17]([N+:20]([O-:22])=[O:21])=[CH:16][CH:15]=2)[CH:3]=1. Given the reactants [CH3:1][C:2]1[CH:7]=[C:6]([CH3:8])[N:5]=[C:4]([N:9]([CH3:25])[C:10](=O)[CH2:11][CH2:12][N:13]([CH3:23])[C:14]2[CH:19]=[CH:18][C:17]([N+:20]([O-:22])=[O:21])=[CH:16][CH:15]=2)[CH:3]=1, predict the reaction product. (7) Given the reactants [C:1]([C:3]1([C:16]2[CH:21]=[CH:20][CH:19]=[CH:18][C:17]=2/[CH:22]=[CH:23]/[C:24]([O:26][CH2:27][CH3:28])=[O:25])[CH2:8][CH2:7][N:6]([C:9]([O:11][C:12]([CH3:15])([CH3:14])[CH3:13])=[O:10])[CH2:5][CH2:4]1)#[N:2], predict the reaction product. The product is: [C:1]([C:3]1([C:16]2[CH:21]=[CH:20][CH:19]=[CH:18][C:17]=2[CH2:22][CH2:23][C:24]([O:26][CH2:27][CH3:28])=[O:25])[CH2:4][CH2:5][N:6]([C:9]([O:11][C:12]([CH3:15])([CH3:14])[CH3:13])=[O:10])[CH2:7][CH2:8]1)#[N:2].